This data is from Reaction yield outcomes from USPTO patents with 853,638 reactions. The task is: Predict the reaction yield, written as a fraction of the theoretical maximum amount of product (1.0 means a 100% yield; for example, 0.34 means a 34% yield). (1) The reactants are [Cl:1][C:2]1[CH:7]=[CH:6][CH:5]=[C:4]([Cl:8])[C:3]=1[CH2:9][CH2:10][C:11]1[C:15]([CH2:16][OH:17])=[C:14]([CH:18]([CH3:20])[CH3:19])[O:13][N:12]=1.O[C:22]1[CH:27]=[CH:26][C:25]([C:28]2[CH:29]=[C:30]3[C:35](=[CH:36][CH:37]=2)[CH:34]=[C:33]([C:38]([O:40][CH3:41])=[O:39])[CH:32]=[CH:31]3)=[CH:24][CH:23]=1.C1(P(C2C=CC=CC=2)C2C=CC=CC=2)C=CC=CC=1.N(C(OC(C)C)=O)=NC(OC(C)C)=O. The catalyst is C1(C)C=CC=CC=1. The product is [Cl:1][C:2]1[CH:7]=[CH:6][CH:5]=[C:4]([Cl:8])[C:3]=1[CH2:9][CH2:10][C:11]1[C:15]([CH2:16][O:17][C:22]2[CH:23]=[CH:24][C:25]([C:28]3[CH:29]=[C:30]4[C:35](=[CH:36][CH:37]=3)[CH:34]=[C:33]([C:38]([O:40][CH3:41])=[O:39])[CH:32]=[CH:31]4)=[CH:26][CH:27]=2)=[C:14]([CH:18]([CH3:20])[CH3:19])[O:13][N:12]=1. The yield is 0.245. (2) The reactants are [CH3:1][O:2][C:3]([NH:5][C@@H:6]1[CH:14]2[C:15](=[O:54])[CH2:16][C@H:17]([C:19]3[NH:20][C:21]([C:24]4[CH:29]=[CH:28][C:27]([C:30]5[CH:35]=[CH:34][C:33]([C:36]6[NH:40][C:39]([C@@H:41]7[CH2:46][O:45][CH2:44][CH2:43][N:42]7C(OC(C)(C)C)=O)=[N:38][CH:37]=6)=[CH:32][CH:31]=5)=[CH:26][CH:25]=4)=[CH:22][N:23]=3)[CH2:18][N:12]3[C:13]2=[C:9]([CH:10]=[CH:11]3)[CH2:8][CH2:7]1)=[O:4].C(O)(C(F)(F)F)=O. The catalyst is ClCCl. The product is [NH:42]1[CH2:43][CH2:44][O:45][CH2:46][C@H:41]1[C:39]1[NH:40][C:36]([C:33]2[CH:32]=[CH:31][C:30]([C:27]3[CH:28]=[CH:29][C:24]([C:21]4[NH:20][C:19]([C@@H:17]5[CH2:18][N:12]6[C:13]7[CH:14]([C@@H:6]([NH:5][C:3](=[O:4])[O:2][CH3:1])[CH2:7][CH2:8][C:9]=7[CH:10]=[CH:11]6)[C:15](=[O:54])[CH2:16]5)=[N:23][CH:22]=4)=[CH:25][CH:26]=3)=[CH:35][CH:34]=2)=[CH:37][N:38]=1. The yield is 0.150. (3) The reactants are [Cl:1][C:2]1[CH:10]=[C:9]2[C:5]([CH2:6][C:7](=[O:11])[NH:8]2)=[CH:4][CH:3]=1.[S:12]1[CH:16]=[CH:15][C:14]([CH:17]=O)=[CH:13]1.N1CCCCC1. The catalyst is CO. The product is [Cl:1][C:2]1[CH:10]=[C:9]2[C:5](/[C:6](=[CH:17]/[C:14]3[CH:15]=[CH:16][S:12][CH:13]=3)/[C:7](=[O:11])[NH:8]2)=[CH:4][CH:3]=1. The yield is 0.770. (4) The reactants are F[C:2]1[C:7]([F:8])=[C:6]([F:9])[C:5]([F:10])=[C:4]([F:11])[C:3]=1[F:12].[CH-:13]1[CH:17]=[CH:16][CH:15]=[CH:14]1.[Na+].Cl[Si:20]([CH3:23])([CH3:22])[CH3:21]. The catalyst is O1CCCC1. The product is [F:12][C:3]1[C:2]([C:13]2([Si:20]([CH3:23])([CH3:22])[CH3:21])[CH:17]=[CH:16][CH:15]=[CH:14]2)=[C:7]([F:8])[C:6]([F:9])=[C:5]([F:10])[C:4]=1[F:11]. The yield is 0.790. (5) The reactants are [NH2:1][C:2]1[CH:17]=[CH:16][CH:15]=[C:14]([CH3:18])[C:3]=1[C:4]([NH:6][C:7]1[CH:12]=[CH:11][CH:10]=[CH:9][C:8]=1[Cl:13])=[O:5].[Cl:19][CH2:20][C:21](Cl)=O. The catalyst is C(O)(=O)C. The product is [Cl:19][CH2:20][C:21]1[N:6]([C:7]2[CH:12]=[CH:11][CH:10]=[CH:9][C:8]=2[Cl:13])[C:4](=[O:5])[C:3]2[C:2](=[CH:17][CH:16]=[CH:15][C:14]=2[CH3:18])[N:1]=1. The yield is 0.240. (6) The reactants are Br[C:2]1[CH:15]=[CH:14][C:5]([O:6][Si:7]([C:10]([CH3:13])([CH3:12])[CH3:11])([CH3:9])[CH3:8])=[CH:4][C:3]=1[CH:16]([CH3:18])[CH3:17].C([Li])(C)(C)C.CN([CH:27]=[O:28])C. The catalyst is CCCCC.O. The product is [C:10]([Si:7]([CH3:9])([CH3:8])[O:6][C:5]1[CH:14]=[CH:15][C:2]([CH:27]=[O:28])=[C:3]([CH:16]([CH3:18])[CH3:17])[CH:4]=1)([CH3:13])([CH3:12])[CH3:11]. The yield is 0.550. (7) The reactants are [O:1]=[C:2]1[C:11]2[C:6](=[CH:7][CH:8]=[CH:9][CH:10]=2)[C:5]([O:12][CH2:13][CH2:14][CH2:15][CH2:16][C:17]([OH:19])=O)=[CH:4][C:3]1=[O:20].CN(C(ON1N=NC2C=CC=CC1=2)=[N+](C)C)C.F[P-](F)(F)(F)(F)F.CCN(C(C)C)C(C)C.Cl.[NH2:55][C:56]1[CH:60]=[C:59]([C:61]([O:63][CH3:64])=[O:62])[N:58]([CH3:65])[CH:57]=1. The catalyst is CN(C=O)C.CCOCC. The product is [CH3:65][N:58]1[C:59]([C:61]([O:63][CH3:64])=[O:62])=[CH:60][C:56]([NH:55][C:17](=[O:19])[CH2:16][CH2:15][CH2:14][CH2:13][O:12][C:5]2[C:6]3[C:11](=[CH:10][CH:9]=[CH:8][CH:7]=3)[C:2](=[O:1])[C:3](=[O:20])[CH:4]=2)=[CH:57]1. The yield is 0.400. (8) The reactants are [Cl:1][C:2]1[CH:3]=[C:4]([OH:13])[C:5]([CH3:12])=[C:6]([CH:11]=1)[C:7]([O:9][CH3:10])=[O:8].C(=O)([O-])[O-].[Cs+].[Cs+].I[CH:21]1[CH2:25][CH2:24][CH2:23][CH2:22]1.CCOC(C)=O. The catalyst is CN(C)C=O. The product is [Cl:1][C:2]1[CH:3]=[C:4]([O:13][CH:21]2[CH2:25][CH2:24][CH2:23][CH2:22]2)[C:5]([CH3:12])=[C:6]([CH:11]=1)[C:7]([O:9][CH3:10])=[O:8]. The yield is 1.01. (9) The product is [Cl:24][C:18]1[CH:19]=[CH:20][CH:21]=[C:22]([F:23])[C:17]=1[CH2:16][CH:15]([C:25]1[S:29][C:28]([C:30]2[CH:31]=[CH:32][C:33]([C:36]([F:39])([F:38])[F:37])=[CH:34][CH:35]=2)=[N:27][C:26]=1[CH3:40])[S:14][C:11]1[CH:12]=[CH:13][C:8]([O:7][CH2:6][C:5]([O-:42])=[O:4])=[C:9]([CH3:41])[CH:10]=1.[K+:53]. The reactants are C([O:4][C:5](=[O:42])[CH2:6][O:7][C:8]1[CH:13]=[CH:12][C:11]([S:14][CH:15]([C:25]2[S:29][C:28]([C:30]3[CH:35]=[CH:34][C:33]([C:36]([F:39])([F:38])[F:37])=[CH:32][CH:31]=3)=[N:27][C:26]=2[CH3:40])[CH2:16][C:17]2[C:22]([F:23])=[CH:21][CH:20]=[CH:19][C:18]=2[Cl:24])=[CH:10][C:9]=1[CH3:41])C=C.C(C(CCCC)C([O-])=O)C.[K+:53]. The catalyst is ClCCl. The yield is 0.910. (10) The reactants are C([O:8][CH2:9][C:10]([NH:12][C:13]1[C:21]2[C:16](=[N:17][CH:18]=[CH:19][C:20]=2[N:22]2[CH2:27][CH2:26][N:25](CC3C=CC=CC=3)[CH2:24][CH2:23]2)[NH:15][CH:14]=1)=[O:11])C1C=CC=CC=1.CCN(C(C)C)C(C)C. The catalyst is CO.Cl.[Pd]. The product is [OH:8][CH2:9][C:10]([NH:12][C:13]1[C:21]2[C:16](=[N:17][CH:18]=[CH:19][C:20]=2[N:22]2[CH2:27][CH2:26][NH:25][CH2:24][CH2:23]2)[NH:15][CH:14]=1)=[O:11]. The yield is 0.992.